This data is from Buchwald-Hartwig C-N cross coupling reaction yields with 55,370 reactions. The task is: Predict the reaction yield, written as a fraction of the theoretical maximum amount of product (1.0 means a 100% yield; for example, 0.34 means a 34% yield). (1) The reactants are COc1ccc(I)cc1.Cc1ccc(N)cc1.O=S(=O)(O[Pd]1c2ccccc2-c2ccccc2N~1)C(F)(F)F.COc1ccc(OC)c(P(C(C)(C)C)C(C)(C)C)c1-c1c(C(C)C)cc(C(C)C)cc1C(C)C.CN(C)C(=NC(C)(C)C)N(C)C.Cc1ccno1. No catalyst specified. The product is COc1ccc(Nc2ccc(C)cc2)cc1. The yield is 0.372. (2) The reactants are COc1ccc(Cl)cc1.Cc1ccc(N)cc1.O=S(=O)(O[Pd]1c2ccccc2-c2ccccc2N~1)C(F)(F)F.COc1ccc(OC)c(P([C@]23C[C@H]4C[C@H](C[C@H](C4)C2)C3)[C@]23C[C@H]4C[C@H](C[C@H](C4)C2)C3)c1-c1c(C(C)C)cc(C(C)C)cc1C(C)C.CN(C)C(=NC(C)(C)C)N(C)C.Cc1ccno1. No catalyst specified. The product is COc1ccc(Nc2ccc(C)cc2)cc1. The yield is 0.